From a dataset of Full USPTO retrosynthesis dataset with 1.9M reactions from patents (1976-2016). Predict the reactants needed to synthesize the given product. (1) Given the product [Cl:1][C:2]1[CH:7]=[C:6]([F:8])[CH:5]=[CH:4][C:3]=1[N:9]1[CH2:14][CH2:13][N:12]([C:29]([C:28]2[CH:32]=[CH:33][CH:34]=[C:35]([C:36]([F:39])([F:38])[F:37])[C:27]=2[F:26])=[O:30])[CH2:11][C:10]1=[O:25], predict the reactants needed to synthesize it. The reactants are: [Cl:1][C:2]1[CH:7]=[C:6]([F:8])[CH:5]=[CH:4][C:3]=1[N:9]1[CH2:14][CH2:13][N:12](C(C2C=CC=C(Cl)C=2Cl)=O)[CH2:11][C:10]1=[O:25].[F:26][C:27]1[C:35]([C:36]([F:39])([F:38])[F:37])=[CH:34][CH:33]=[CH:32][C:28]=1[C:29](Cl)=[O:30]. (2) Given the product [CH2:1]([C:3]1[NH:7][N:6]=[CH:5][C:4]=1[C:14]1[S:22][C:21]2[C:20](=[O:23])[NH:19][C:18]([CH3:25])([CH3:24])[N:17]([CH3:26])[C:16]=2[CH:15]=1)[CH3:2], predict the reactants needed to synthesize it. The reactants are: [CH2:1]([C:3]1[N:7](S(N(C)C)(=O)=O)[N:6]=[CH:5][C:4]=1[C:14]1[S:22][C:21]2[C:20](=[O:23])[NH:19][C:18]([CH3:25])([CH3:24])[N:17]([CH3:26])[C:16]=2[CH:15]=1)[CH3:2].C(O)(C(F)(F)F)=O.C([O-])(O)=O.[Na+].CC(C)=O.[O-]S([O-])(=O)=O.[Mg+2].CC1C=CC(S(O)(=O)=O)=CC=1.